Predict the reaction yield, written as a fraction of the theoretical maximum amount of product (1.0 means a 100% yield; for example, 0.34 means a 34% yield). From a dataset of Reaction yield outcomes from USPTO patents with 853,638 reactions. (1) The reactants are [CH3:1][O:2][C:3]1[CH:26]=[CH:25][C:6]([C:7]([NH:9][C:10]2[C:11]([NH:16][C:17]([CH:19]3[CH2:24][CH2:23][NH:22][CH2:21][CH2:20]3)=[O:18])=[CH:12][CH:13]=[CH:14][CH:15]=2)=[O:8])=[CH:5][CH:4]=1.Br[CH2:28][C:29]1[CH:34]=[CH:33][C:32]([C:35]#[N:36])=[CH:31][CH:30]=1.C(=O)([O-])[O-].[K+].[K+].C(OCC)(=O)C. The catalyst is C(#N)C.O. The product is [CH3:1][O:2][C:3]1[CH:4]=[CH:5][C:6]([C:7]([NH:9][C:10]2[C:11]([NH:16][C:17]([CH:19]3[CH2:20][CH2:21][N:22]([CH2:28][C:29]4[CH:34]=[CH:33][C:32]([C:35]#[N:36])=[CH:31][CH:30]=4)[CH2:23][CH2:24]3)=[O:18])=[CH:12][CH:13]=[CH:14][CH:15]=2)=[O:8])=[CH:25][CH:26]=1. The yield is 0.900. (2) The reactants are [N+:1]([C:4]1[C:13]2[N:12]=[CH:11][CH:10]=[N:9][C:8]=2[C:7]([C:14]#[N:15])=[CH:6][CH:5]=1)([O-])=O. The catalyst is C(O)(=O)C.[Fe]. The product is [NH2:1][C:4]1[C:13]2[N:12]=[CH:11][CH:10]=[N:9][C:8]=2[C:7]([C:14]#[N:15])=[CH:6][CH:5]=1. The yield is 1.00.